Dataset: Peptide-MHC class I binding affinity with 185,985 pairs from IEDB/IMGT. Task: Regression. Given a peptide amino acid sequence and an MHC pseudo amino acid sequence, predict their binding affinity value. This is MHC class I binding data. (1) The peptide sequence is KNYPASLHK. The MHC is HLA-A31:01 with pseudo-sequence HLA-A31:01. The binding affinity (normalized) is 0.0847. (2) The peptide sequence is YVSSIFLHL. The MHC is HLA-A68:02 with pseudo-sequence HLA-A68:02. The binding affinity (normalized) is 1.00. (3) The peptide sequence is WFLYVSQQI. The MHC is HLA-B27:03 with pseudo-sequence HLA-B27:03. The binding affinity (normalized) is 0.0847. (4) The peptide sequence is KHDLMMGYAW. The MHC is H-2-Kb with pseudo-sequence H-2-Kb. The binding affinity (normalized) is 0. (5) The peptide sequence is LTLLLWISVK. The MHC is HLA-A68:01 with pseudo-sequence HLA-A68:01. The binding affinity (normalized) is 0.207. (6) The peptide sequence is RHYKRWPFY. The MHC is HLA-A11:01 with pseudo-sequence HLA-A11:01. The binding affinity (normalized) is 0.0847. (7) The peptide sequence is ELVKHGLRAL. The MHC is HLA-A68:02 with pseudo-sequence HLA-A68:02. The binding affinity (normalized) is 0.0990.